Dataset: Catalyst prediction with 721,799 reactions and 888 catalyst types from USPTO. Task: Predict which catalyst facilitates the given reaction. (1) Reactant: [CH:1]([O:4][C:5]([N:7]1[C:16]2[C:11](=[N:12][C:13]([C:17]([F:20])([F:19])[F:18])=[CH:14][CH:15]=2)[C@H:10]([N:21]([CH2:28][C:29]2[CH:34]=[C:33]([C:35]([F:38])([F:37])[F:36])[CH:32]=[C:31]([C:39]([F:42])([F:41])[F:40])[CH:30]=2)[C:22](=[O:27])[CH2:23][C:24](=O)[CH3:25])[CH2:9][C@@H:8]1[CH2:43][CH3:44])=[O:6])([CH3:3])[CH3:2].Cl.[NH2:46]O.C([O-])(=O)C.[Na+]. Product: [CH:1]([O:4][C:5]([N:7]1[C:16]2[C:11](=[N:12][C:13]([C:17]([F:20])([F:19])[F:18])=[CH:14][CH:15]=2)[C@H:10]([N:21]([CH2:28][C:29]2[CH:34]=[C:33]([C:35]([F:36])([F:37])[F:38])[CH:32]=[C:31]([C:39]([F:42])([F:41])[F:40])[CH:30]=2)[C:22]2[O:27][N:46]=[C:24]([CH3:25])[CH:23]=2)[CH2:9][C@@H:8]1[CH2:43][CH3:44])=[O:6])([CH3:3])[CH3:2]. The catalyst class is: 5. (2) Reactant: [CH2:1]([O:8][C:9]1[CH:18]=[CH:17][C:16]([CH:19]=O)=[CH:15][C:10]=1[C:11]([O:13][CH3:14])=[O:12])[C:2]1[CH:7]=[CH:6][CH:5]=[CH:4][CH:3]=1.[NH2:21][C:22]1[CH:23]=[C:24]([CH:29]2[CH2:34][CH2:33][N:32]([C:35]([O:37][C:38]([CH3:41])([CH3:40])[CH3:39])=[O:36])[CH2:31][CH2:30]2)[CH:25]=[N:26][C:27]=1[NH2:28].C(OI(C1C=CC=CC=1)OC(=O)C)(=O)C. Product: [CH2:1]([O:8][C:9]1[CH:18]=[CH:17][C:16]([C:19]2[NH:28][C:27]3=[N:26][CH:25]=[C:24]([CH:29]4[CH2:34][CH2:33][N:32]([C:35]([O:37][C:38]([CH3:40])([CH3:39])[CH3:41])=[O:36])[CH2:31][CH2:30]4)[CH:23]=[C:22]3[N:21]=2)=[CH:15][C:10]=1[C:11]([O:13][CH3:14])=[O:12])[C:2]1[CH:3]=[CH:4][CH:5]=[CH:6][CH:7]=1. The catalyst class is: 5. (3) Reactant: [SH:1][C:2]1[N:10]=[CH:9][CH:8]=[CH:7][C:3]=1[C:4]([OH:6])=[O:5].[H-].[Na+].Br[CH:14]1[CH2:17][CH2:16][CH2:15]1. Product: [CH:14]1([S:1][C:2]2[N:10]=[CH:9][CH:8]=[CH:7][C:3]=2[C:4]([OH:6])=[O:5])[CH2:17][CH2:16][CH2:15]1. The catalyst class is: 3. (4) Reactant: [NH2:1][C:2]1[S:3][C:4]([C:12]2[CH:17]=[CH:16][CH:15]=[CH:14][CH:13]=2)=[CH:5][C:6]=1[C:7]([O:9][CH2:10][CH3:11])=[O:8].CO[C:20]([CH3:22])=[CH2:21].C(O)(=O)C.C(O[BH-](OC(=O)C)OC(=O)C)(=O)C.[Na+].C(=O)(O)[O-].[Na+]. Product: [CH:20]([NH:1][C:2]1[S:3][C:4]([C:12]2[CH:17]=[CH:16][CH:15]=[CH:14][CH:13]=2)=[CH:5][C:6]=1[C:7]([O:9][CH2:10][CH3:11])=[O:8])([CH3:22])[CH3:21]. The catalyst class is: 26.